This data is from Full USPTO retrosynthesis dataset with 1.9M reactions from patents (1976-2016). The task is: Predict the reactants needed to synthesize the given product. (1) The reactants are: [CH3:1][O:2][C:3]1[CH:4]=[CH:5][C:6]([NH:11][C:12]2[C:13]3[N:14]([CH:27]=[CH:28][N:29]=3)[N:15]=[C:16]([C:18]3[CH:19]=[C:20]([CH:24]=[CH:25][CH:26]=3)[C:21]([OH:23])=O)[CH:17]=2)=[N:7][C:8]=1[O:9][CH3:10].[NH2:30][C:31]1[CH:32]=[C:33]2[C:37](=[CH:38][CH:39]=1)[NH:36][C:35](=[O:40])[CH2:34]2.CN1C=CN=C1.CCN=C=NCCCN(C)C.[ClH:58]. Given the product [ClH:58].[CH3:1][O:2][C:3]1[CH:4]=[CH:5][C:6]([NH:11][C:12]2[C:13]3[N:14]([CH:27]=[CH:28][N:29]=3)[N:15]=[C:16]([C:18]3[CH:19]=[C:20]([CH:24]=[CH:25][CH:26]=3)[C:21]([NH:30][C:31]3[CH:32]=[C:33]4[C:37](=[CH:38][CH:39]=3)[NH:36][C:35](=[O:40])[CH2:34]4)=[O:23])[CH:17]=2)=[N:7][C:8]=1[O:9][CH3:10], predict the reactants needed to synthesize it. (2) Given the product [CH3:9][O:8][C:6](=[O:7])[CH2:5][CH:4]1[CH2:3][NH:15][C:3]2[CH:4]=[C:5]([C:6]([O:8][C:9]([CH3:11])([CH3:12])[CH3:10])=[O:7])[CH:13]=[CH:14][C:2]=2[O:1]1, predict the reactants needed to synthesize it. The reactants are: [OH:1][C:2]1[CH:14]=[CH:13][C:5]([C:6]([O:8][C:9]([CH3:12])([CH3:11])[CH3:10])=[O:7])=[CH:4][C:3]=1[NH2:15]. (3) Given the product [F:1][C:2]1[CH:10]=[CH:9][C:5]([C:6](=[S:24])[NH2:8])=[C:4]([C:11]([F:14])([F:13])[F:12])[CH:3]=1, predict the reactants needed to synthesize it. The reactants are: [F:1][C:2]1[CH:10]=[CH:9][C:5]([C:6]([NH2:8])=O)=[C:4]([C:11]([F:14])([F:13])[F:12])[CH:3]=1.COC1C=CC(P2(SP(C3C=CC(OC)=CC=3)(=S)S2)=[S:24])=CC=1. (4) Given the product [CH:19]1([CH2:24][C@@H:25]([C:26]([NH:18][NH:17][C:3]2[C:2]([F:1])=[C:7]([NH:8][CH2:9][C:10]3[CH:15]=[CH:14][CH:13]=[CH:12][N:11]=3)[N:6]=[C:5]([CH3:16])[N:4]=2)=[O:27])[CH2:29][N:30]([O:31][CH2:32][C:33]2[CH:38]=[CH:37][CH:36]=[CH:35][CH:34]=2)[CH:39]=[O:40])[CH2:23][CH2:22][CH2:21][CH2:20]1, predict the reactants needed to synthesize it. The reactants are: [F:1][C:2]1[C:3](=[N:17][NH2:18])[N:4]=[C:5]([CH3:16])[NH:6][C:7]=1[NH:8][CH2:9][C:10]1[CH:15]=[CH:14][CH:13]=[CH:12][N:11]=1.[CH:19]1([CH2:24][C@H:25]([CH2:29][N:30]([CH:39]=[O:40])[O:31][CH2:32][C:33]2[CH:38]=[CH:37][CH:36]=[CH:35][CH:34]=2)[C:26](O)=[O:27])[CH2:23][CH2:22][CH2:21][CH2:20]1.CN1CCOCC1.C1C=NC2N(O)N=NC=2C=1.C(Cl)CCl. (5) The reactants are: [BH4-].[Na+].[N:3]1[C:12]2[C:7](=[CH:8][C:9]([CH2:13][N:14]3[C:18]4=[N:19][C:20]([C:23]5[CH:24]=[C:25]([CH:28]=[CH:29][CH:30]=5)[CH:26]=[O:27])=[CH:21][CH:22]=[C:17]4[N:16]=[N:15]3)=[CH:10][CH:11]=2)[CH:6]=[CH:5][CH:4]=1. Given the product [N:3]1[C:12]2[C:7](=[CH:8][C:9]([CH2:13][N:14]3[C:18]4=[N:19][C:20]([C:23]5[CH:24]=[C:25]([CH2:26][OH:27])[CH:28]=[CH:29][CH:30]=5)=[CH:21][CH:22]=[C:17]4[N:16]=[N:15]3)=[CH:10][CH:11]=2)[CH:6]=[CH:5][CH:4]=1, predict the reactants needed to synthesize it.